Dataset: Reaction yield outcomes from USPTO patents with 853,638 reactions. Task: Predict the reaction yield, written as a fraction of the theoretical maximum amount of product (1.0 means a 100% yield; for example, 0.34 means a 34% yield). (1) The reactants are C[N:2](C)[CH:3]=[CH:4][C:5]([C:7]1[C:12](=[O:13])[CH:11]=[CH:10][N:9]([C:14]2[CH:19]=[CH:18][CH:17]=[C:16]([C:20]([F:23])([F:22])[F:21])[CH:15]=2)[N:8]=1)=O.Cl.[CH3:26][O:27][C:28]1[CH:33]=[CH:32][C:31]([NH:34]N)=[CH:30][CH:29]=1.CCN(CC)CC. The catalyst is C(O)C. The product is [CH3:26][O:27][C:28]1[CH:33]=[CH:32][C:31]([N:34]2[C:5]([C:7]3[C:12](=[O:13])[CH:11]=[CH:10][N:9]([C:14]4[CH:19]=[CH:18][CH:17]=[C:16]([C:20]([F:23])([F:22])[F:21])[CH:15]=4)[N:8]=3)=[CH:4][CH:3]=[N:2]2)=[CH:30][CH:29]=1. The yield is 0.370. (2) The reactants are [OH:1][C:2]1[CH:3]=[C:4]([CH:7]=[CH:8][C:9]=1[OH:10])[C:5]#[N:6].Br[CH2:12]Br.C(=O)([O-])[O-].[K+].[K+].O. The catalyst is CN(C=O)C. The product is [O:10]1[C:9]2[CH:8]=[CH:7][C:4]([C:5]#[N:6])=[CH:3][C:2]=2[O:1][CH2:12]1. The yield is 0.948. (3) The reactants are [CH3:1][O:2][C:3](Cl)=[O:4].[C:6]1(=[O:12])[NH:10][C:9](=[O:11])[CH:8]=[CH:7]1.CN1CCOCC1. The catalyst is CCOC(C)=O. The product is [CH3:1][O:2][C:3]([N:10]1[C:6](=[O:12])[CH:7]=[CH:8][C:9]1=[O:11])=[O:4]. The yield is 0.550. (4) The reactants are [OH:1][C:2]1[CH:9]=[CH:8][C:5]([C:6]#[N:7])=[CH:4][C:3]=1I.S1(C2[C:17](=[CH:18]C=CC=2)[C:15](=O)N1)(=O)=O.C([Mg]Br)#CC.CO. The catalyst is C1COCC1.[Cl-].[Cl-].[Zn+2].C1C=CC([P]([Pd]([P](C2C=CC=CC=2)(C2C=CC=CC=2)C2C=CC=CC=2)([P](C2C=CC=CC=2)(C2C=CC=CC=2)C2C=CC=CC=2)[P](C2C=CC=CC=2)(C2C=CC=CC=2)C2C=CC=CC=2)(C2C=CC=CC=2)C2C=CC=CC=2)=CC=1.[Cu]I. The product is [OH:1][C:2]1[CH:9]=[CH:8][C:5]([C:6]#[N:7])=[CH:4][C:3]=1[C:15]#[C:17][CH3:18]. The yield is 0.780. (5) The reactants are [CH3:1][O:2][CH2:3][CH2:4][CH2:5]O.C1(P(C2C=CC=CC=2)C2C=CC=CC=2)C=CC=CC=1.N(C(OC(C)C)=O)=NC(OC(C)C)=O.[Br:40][C:41]1[CH:42]=[C:43]([N:48]2[C:52](=[O:53])[O:51][N:50]=[C:49]2[C:54]2[C:55]([NH:59]C(=O)C(F)(F)F)=[N:56][O:57][N:58]=2)[CH:44]=[CH:45][C:46]=1[F:47]. The catalyst is O1CCCC1. The product is [Br:40][C:41]1[CH:42]=[C:43]([N:48]2[C:52](=[O:53])[O:51][N:50]=[C:49]2[C:54]2[C:55]([NH:59][CH2:5][CH2:4][CH2:3][O:2][CH3:1])=[N:56][O:57][N:58]=2)[CH:44]=[CH:45][C:46]=1[F:47]. The yield is 0.540. (6) The reactants are [Br:1][CH2:2][CH2:3][O:4][C:5]1[CH:12]=[CH:11][C:8](C#N)=[CH:7][C:6]=1[F:13].[C:14](=[O:17])(O)[O-:15].[Na+].C(O)(=O)C. The catalyst is O.S(=O)(=O)(O)O. The product is [Br:1][CH2:2][CH2:3][O:4][C:5]1[CH:12]=[CH:11][C:8]([C:14]([OH:15])=[O:17])=[CH:7][C:6]=1[F:13]. The yield is 0.650. (7) The reactants are [C:1]([C:3]1[C:12]2[C:7](=[CH:8][CH:9]=[CH:10][CH:11]=2)[C:6](F)=[CH:5][CH:4]=1)#[N:2].[C:14]1([N:20]2[C:24]3([CH2:29][CH2:28][NH:27][CH2:26][CH2:25]3)[C:23](=[O:30])[NH:22][CH2:21]2)[CH:19]=[CH:18][CH:17]=[CH:16][CH:15]=1. No catalyst specified. The product is [O:30]=[C:23]1[C:24]2([CH2:25][CH2:26][N:27]([C:6]3[C:7]4[C:12](=[CH:11][CH:10]=[CH:9][CH:8]=4)[C:3]([C:1]#[N:2])=[CH:4][CH:5]=3)[CH2:28][CH2:29]2)[N:20]([C:14]2[CH:19]=[CH:18][CH:17]=[CH:16][CH:15]=2)[CH2:21][NH:22]1. The yield is 0.160. (8) The reactants are [P:1]([OH:35])([OH:34])([O:3][CH2:4][N:5]1[C:9]2[CH:10]=[C:11]([NH:14][C:15]3[C:20]([CH3:21])=[CH:19][N:18]=[C:17]([NH:22][C:23]4[CH:28]=[C:27]([CH3:29])[C:26]([F:30])=[C:25]([O:31][CH3:32])[CH:24]=4)[N:16]=3)[CH:12]=[CH:13][C:8]=2[O:7][C:6]1=[O:33])=[O:2].[OH-].[Na+:37]. The catalyst is O. The product is [P:1]([O-:35])([O-:34])([O:3][CH2:4][N:5]1[C:9]2[CH:10]=[C:11]([NH:14][C:15]3[C:20]([CH3:21])=[CH:19][N:18]=[C:17]([NH:22][C:23]4[CH:28]=[C:27]([CH3:29])[C:26]([F:30])=[C:25]([O:31][CH3:32])[CH:24]=4)[N:16]=3)[CH:12]=[CH:13][C:8]=2[O:7][C:6]1=[O:33])=[O:2].[Na+:37].[Na+:37]. The yield is 0.890. (9) The reactants are [NH2:1][C:2]1[C:3]([C:7]([OH:9])=O)=[N:4][S:5][N:6]=1.[Br:10][C:11]1[CH:12]=[C:13]([CH:15]=[CH:16][C:17]=1[F:18])[NH2:14].F[P-](F)(F)(F)(F)F.N1(OC(N(C)C)=[N+](C)C)C2C=CC=CC=2N=N1.C(N(CC)C(C)C)(C)C. The catalyst is CN(C)C=O.[Cl-].[Na+].O.Cl. The product is [NH2:1][C:2]1[C:3]([C:7]([NH:14][C:13]2[CH:15]=[CH:16][C:17]([F:18])=[C:11]([Br:10])[CH:12]=2)=[O:9])=[N:4][S:5][N:6]=1. The yield is 0.760. (10) The reactants are [CH3:1][C:2]1([CH3:14])[C:6]([CH3:8])([CH3:7])[O:5][B:4]([C:9]2[CH:10]=[N:11][NH:12][CH:13]=2)[O:3]1.[F:15][C:16]1[CH:23]=[CH:22][C:19]([CH2:20]Br)=[CH:18][CH:17]=1.C([O-])([O-])=O.[K+].[K+]. The catalyst is CN(C=O)C. The product is [F:15][C:16]1[CH:23]=[CH:22][C:19]([CH2:20][N:12]2[CH:13]=[C:9]([B:4]3[O:5][C:6]([CH3:7])([CH3:8])[C:2]([CH3:14])([CH3:1])[O:3]3)[CH:10]=[N:11]2)=[CH:18][CH:17]=1. The yield is 0.450.